From a dataset of Forward reaction prediction with 1.9M reactions from USPTO patents (1976-2016). Predict the product of the given reaction. The product is: [NH2:1][C:2]1[N:7]=[C:6]([N:8]2[C:16]3[C:11](=[CH:12][CH:13]=[C:14]([C:37]#[C:36][C:34]([OH:38])([C:30]4[S:29][CH:33]=[CH:32][N:31]=4)[CH3:35])[CH:15]=3)[C:10]([C:18]([N:20]([CH3:22])[CH3:21])=[O:19])=[N:9]2)[CH:5]=[CH:4][N:3]=1. Given the reactants [NH2:1][C:2]1[N:7]=[C:6]([N:8]2[C:16]3[C:11](=[CH:12][CH:13]=[C:14](Br)[CH:15]=3)[C:10]([C:18]([N:20]([CH3:22])[CH3:21])=[O:19])=[N:9]2)[CH:5]=[CH:4][N:3]=1.N1CCCCC1.[S:29]1[CH:33]=[CH:32][N:31]=[C:30]1[C:34]([OH:38])([C:36]#[CH:37])[CH3:35], predict the reaction product.